This data is from Forward reaction prediction with 1.9M reactions from USPTO patents (1976-2016). The task is: Predict the product of the given reaction. (1) Given the reactants P(Cl)(Cl)([Cl:3])=O.[C:6]([C:14]1[C:15]([C:20]2[NH:29][C:28](=O)[C:27]3[C:22](=[CH:23][CH:24]=[CH:25][CH:26]=3)[N:21]=2)=[N:16][CH:17]=[CH:18][CH:19]=1)(=[O:13])[C:7]1[CH:12]=[CH:11][CH:10]=[CH:9][CH:8]=1.CN(C)C1C=CC=CC=1, predict the reaction product. The product is: [Cl:3][C:28]1[C:27]2[C:22](=[CH:23][CH:24]=[CH:25][CH:26]=2)[N:21]=[C:20]([C:15]2[C:14]([C:6]([C:7]3[CH:12]=[CH:11][CH:10]=[CH:9][CH:8]=3)=[O:13])=[CH:19][CH:18]=[CH:17][N:16]=2)[N:29]=1. (2) Given the reactants [Br:1][C:2]1[CH:3]=[CH:4][C:5](I)=[C:6]([CH2:8][NH2:9])[CH:7]=1.C(N(CC)C(C)C)(C)C.[C:20](#[N:24])[CH2:21][C:22]#[N:23].N, predict the reaction product. The product is: [NH2:24][C:20]1[N:9]=[CH:8][C:6]2[C:5]([C:21]=1[C:22]#[N:23])=[CH:4][CH:3]=[C:2]([Br:1])[CH:7]=2. (3) Given the reactants [NH2:1][C:2]1[CH:3]=[C:4]([C:9]#[C:10][C:11]2[CH:12]=[N:13][C:14]([NH2:17])=[N:15][CH:16]=2)[C:5]([CH3:8])=[N:6][CH:7]=1.[F:18][C:19]([F:32])([F:31])[C:20]1[CH:25]=[CH:24][C:23]([CH2:26][CH2:27][C:28](O)=[O:29])=[CH:22][CH:21]=1.CN(C(ON1N=NC2C=CC=NC1=2)=[N+](C)C)C.F[P-](F)(F)(F)(F)F.CCN(C(C)C)C(C)C, predict the reaction product. The product is: [NH2:17][C:14]1[N:13]=[CH:12][C:11]([C:10]#[C:9][C:4]2[CH:3]=[C:2]([NH:1][C:28](=[O:29])[CH2:27][CH2:26][C:23]3[CH:22]=[CH:21][C:20]([C:19]([F:31])([F:32])[F:18])=[CH:25][CH:24]=3)[CH:7]=[N:6][C:5]=2[CH3:8])=[CH:16][N:15]=1. (4) The product is: [NH2:40][C:33]1[C:34]2[C:39](=[CH:38][CH:37]=[CH:36][CH:35]=2)[C:30]([O:29][C:27]2[CH:26]=[CH:25][N:24]=[C:23]([NH:22][C:19]3[CH:20]=[CH:21][C:16]([P:11](=[O:12])([O:10][CH2:8][CH3:9])[O:13][CH2:14][CH3:15])=[C:17]([O:48][CH3:49])[CH:18]=3)[CH:28]=2)=[CH:31][CH:32]=1. Given the reactants C(O)(C(F)(F)F)=O.[CH2:8]([O:10][P:11]([C:16]1[CH:21]=[CH:20][C:19]([NH:22][C:23]2[CH:28]=[C:27]([O:29][C:30]3[C:39]4[C:34](=[CH:35][CH:36]=[CH:37][CH:38]=4)[C:33]([NH:40]C(=O)OC(C)(C)C)=[CH:32][CH:31]=3)[CH:26]=[CH:25][N:24]=2)=[CH:18][C:17]=1[O:48][CH3:49])([O:13][CH2:14][CH3:15])=[O:12])[CH3:9], predict the reaction product.